From a dataset of Reaction yield outcomes from USPTO patents with 853,638 reactions. Predict the reaction yield, written as a fraction of the theoretical maximum amount of product (1.0 means a 100% yield; for example, 0.34 means a 34% yield). (1) The reactants are [F:1][C:2]1[CH:7]=[CH:6][C:5]([CH2:8][C:9](Cl)=[O:10])=[CH:4][CH:3]=1.[S-:12][C:13]#[N:14].[K+].[NH2:16][C:17]1[CH:37]=[CH:36][C:20]([O:21][C:22]2[CH:27]=[CH:26][N:25]=[C:24]([NH:28][C:29]([N:31]3[CH2:35][CH2:34][CH2:33][CH2:32]3)=[O:30])[CH:23]=2)=[CH:19][CH:18]=1.CCCCCC. The catalyst is C(#N)C.C(OCC)C. The product is [F:1][C:2]1[CH:7]=[CH:6][C:5]([CH2:8][C:9]([NH:14][C:13](=[S:12])[NH:16][C:17]2[CH:37]=[CH:36][C:20]([O:21][C:22]3[CH:27]=[CH:26][N:25]=[C:24]([NH:28][C:29]([N:31]4[CH2:35][CH2:34][CH2:33][CH2:32]4)=[O:30])[CH:23]=3)=[CH:19][CH:18]=2)=[O:10])=[CH:4][CH:3]=1. The yield is 0.191. (2) The reactants are [CH2:1](Cl)Cl.[C:4](O)([C:6](F)(F)F)=[O:5].[OH2:11].[C:12]12[CH:35]=[C:33]3[N:34]=[C:30]([CH:31]=[CH:32]3)[CH:29]=[C:27]3[NH:28][C:24]([CH:25]=[CH:26]3)=C[C:21]3=[N:22][C:18]([CH:19]=[CH:20]3)=[CH:17][C:15]([NH:16]1)=[CH:14][CH:13]=2. No catalyst specified. The product is [CH:1]([C:35]1[C:12]2[NH:16][C:15]([CH:17]=[C:18]3[N:22]=[C:21]([C:6]([CH:4]=[O:5])=[C:24]4[NH:28][C:27](=[CH:29][C:30]5[CH:31]=[CH:32][C:33]=1[N:34]=5)[CH:26]=[CH:25]4)[CH:20]=[CH:19]3)=[CH:14][CH:13]=2)=[O:11]. The yield is 0.900. (3) The reactants are [C:1]([O-])([O-])=O.[Na+].[Na+].Br[C:8]1[CH:9]=[C:10]([OH:14])[CH:11]=[CH:12][CH:13]=1.B([C:18]1[CH:26]=[CH:25][C:21]([C:22]([OH:24])=[O:23])=[CH:20][CH:19]=1)(O)O.Cl. The catalyst is CC#N.C1C=CC([P]([Pd]([P](C2C=CC=CC=2)(C2C=CC=CC=2)C2C=CC=CC=2)([P](C2C=CC=CC=2)(C2C=CC=CC=2)C2C=CC=CC=2)[P](C2C=CC=CC=2)(C2C=CC=CC=2)C2C=CC=CC=2)(C2C=CC=CC=2)C2C=CC=CC=2)=CC=1. The product is [OH:14][C:10]1[CH:9]=[C:8]([C:18]2[CH:26]=[CH:25][C:21]([C:22]([O:24][CH3:1])=[O:23])=[CH:20][CH:19]=2)[CH:13]=[CH:12][CH:11]=1. The yield is 0.570. (4) The reactants are [H-].[Na+].[NH:3]1[C:11]2[C:6](=[CH:7][CH:8]=[CH:9][CH:10]=2)[CH2:5][CH2:4]1.I[CH3:13]. The catalyst is O1CCCC1. The product is [CH3:13][N:3]1[C:11]2[C:6](=[CH:7][CH:8]=[CH:9][CH:10]=2)[CH2:5][CH2:4]1. The yield is 0.340. (5) The reactants are Br[C:2]1[CH:7]=[CH:6][C:5]([CH2:8][C:9]([NH2:11])=[O:10])=[C:4]([CH3:12])[C:3]=1[Cl:13].[Cu](C#N)[C:15]#[N:16].O. The catalyst is CN(C=O)C. The product is [Cl:13][C:3]1[C:4]([CH3:12])=[C:5]([CH2:8][C:9]([NH2:11])=[O:10])[CH:6]=[CH:7][C:2]=1[C:15]#[N:16]. The yield is 0.670.